This data is from Full USPTO retrosynthesis dataset with 1.9M reactions from patents (1976-2016). The task is: Predict the reactants needed to synthesize the given product. (1) Given the product [ClH:37].[ClH:37].[ClH:37].[CH3:1][O:2][C:3]1[CH:4]=[C:5]([N:11]([CH:12]2[CH2:13][CH2:14][N:15]([CH2:18][C:19]3[CH:24]=[CH:23][N:22]=[C:21]([C:25]4[CH:26]=[C:27]([O:35][CH3:36])[C:28]([O:33][CH3:34])=[C:29]([O:31][CH3:32])[CH:30]=4)[CH:20]=3)[CH2:16][CH2:17]2)[CH2:38][C:39]2[CH:44]=[CH:43][N:42]=[C:41]([C:45]3[CH:50]=[C:49]([O:51][CH3:52])[C:48]([O:53][CH3:54])=[C:47]([O:55][CH3:56])[CH:46]=3)[CH:40]=2)[CH:6]=[C:7]([O:9][CH3:10])[CH:8]=1, predict the reactants needed to synthesize it. The reactants are: [CH3:1][O:2][C:3]1[CH:4]=[C:5]([NH:11][CH:12]2[CH2:17][CH2:16][N:15]([CH2:18][C:19]3[CH:24]=[CH:23][N:22]=[C:21]([C:25]4[CH:30]=[C:29]([O:31][CH3:32])[C:28]([O:33][CH3:34])=[C:27]([O:35][CH3:36])[CH:26]=4)[CH:20]=3)[CH2:14][CH2:13]2)[CH:6]=[C:7]([O:9][CH3:10])[CH:8]=1.[Cl:37][CH2:38][C:39]1[CH:44]=[CH:43][N:42]=[C:41]([C:45]2[CH:50]=[C:49]([O:51][CH3:52])[C:48]([O:53][CH3:54])=[C:47]([O:55][CH3:56])[CH:46]=2)[CH:40]=1. (2) Given the product [F:1][C:2]([F:7])([F:6])[CH:3]([O:5][C:47]([N:29]1[CH2:28][CH2:27][CH:26]([N:23]2[C:19]3=[N:20][CH:21]=[N:22][C:17]([O:16][C:15]4[CH:14]=[CH:13][C:12]([S:9]([CH3:8])(=[O:11])=[O:10])=[CH:33][CH:32]=4)=[C:18]3[CH:25]=[N:24]2)[CH2:31][CH2:30]1)=[O:43])[C:2]([F:7])([F:6])[F:1], predict the reactants needed to synthesize it. The reactants are: [F:1][C:2]([F:7])([F:6])[C:3]([OH:5])=O.[CH3:8][S:9]([C:12]1[CH:33]=[CH:32][C:15]([O:16][C:17]2[N:22]=[CH:21][N:20]=[C:19]3[N:23]([CH:26]4[CH2:31][CH2:30][NH:29][CH2:28][CH2:27]4)[N:24]=[CH:25][C:18]=23)=[CH:14][CH:13]=1)(=[O:11])=[O:10].C(N(C(C)C)CC)(C)C.[O:43]1[CH2:47]CCC1.